From a dataset of Full USPTO retrosynthesis dataset with 1.9M reactions from patents (1976-2016). Predict the reactants needed to synthesize the given product. (1) The reactants are: [N:1]1[O:2][N:3]=[C:4]2[CH:9]=[C:8]([O:10][C:11]3[N:19]=[CH:18][CH:17]=[CH:16][C:12]=3[C:13]([OH:15])=O)[CH:7]=[CH:6][C:5]=12.[C:20]([O:24][C:25](=[O:38])[CH:26]([O:28][C:29]1[CH:34]=[CH:33][C:32]([CH2:35][NH2:36])=[C:31]([F:37])[CH:30]=1)[CH3:27])([CH3:23])([CH3:22])[CH3:21].O1C2C=CC(OC3N=CC=CC=3C(O)=O)=CC=2OC1.COC(=O)COC1C=CC(CN)=C(F)C=1. Given the product [C:20]([O:24][C:25](=[O:38])[CH:26]([O:28][C:29]1[CH:34]=[CH:33][C:32]([CH2:35][NH:36][C:13]([C:12]2[C:11]([O:10][C:8]3[CH:7]=[CH:6][C:5]4=[N:1][O:2][N:3]=[C:4]4[CH:9]=3)=[N:19][CH:18]=[CH:17][CH:16]=2)=[O:15])=[C:31]([F:37])[CH:30]=1)[CH3:27])([CH3:21])([CH3:22])[CH3:23], predict the reactants needed to synthesize it. (2) Given the product [CH3:28][O:27][C:23](=[O:26])[CH2:24][CH2:25][N:7]1[C:6]2[CH:15]=[C:2]([CH3:1])[CH:3]=[C:4]([CH3:16])[C:5]=2[O:10][CH:9]([CH2:11][CH2:12][CH3:13])[C:8]1=[O:14], predict the reactants needed to synthesize it. The reactants are: [CH3:1][C:2]1[CH:3]=[C:4]([CH3:16])[C:5]2[O:10][CH:9]([CH2:11][CH2:12][CH3:13])[C:8](=[O:14])[NH:7][C:6]=2[CH:15]=1.C(=O)([O-])[O-].[K+].[K+].[C:23]([O:27][CH3:28])(=[O:26])[CH:24]=[CH2:25].C(OCC)(=O)C.